From a dataset of Catalyst prediction with 721,799 reactions and 888 catalyst types from USPTO. Predict which catalyst facilitates the given reaction. Reactant: [F:1][C:2]1([F:29])[CH2:6][CH:5]([NH:7]C(=O)OC(C)(C)C)[CH:4]([NH:15][C:16](=[O:28])[C:17]2[CH:22]=[CH:21][CH:20]=[CH:19][C:18]=2[N:23]2[N:27]=[CH:26][CH:25]=[N:24]2)[CH2:3]1.[ClH:30]. Product: [ClH:30].[NH2:7][CH:5]1[CH2:6][C:2]([F:29])([F:1])[CH2:3][CH:4]1[NH:15][C:16](=[O:28])[C:17]1[CH:22]=[CH:21][CH:20]=[CH:19][C:18]=1[N:23]1[N:24]=[CH:25][CH:26]=[N:27]1. The catalyst class is: 12.